The task is: Predict which catalyst facilitates the given reaction.. This data is from Catalyst prediction with 721,799 reactions and 888 catalyst types from USPTO. (1) Reactant: [CH:1]([C:4]1[C:8]([CH2:9][CH2:10][CH2:11][OH:12])=[CH:7][N:6]([C:13]2[CH:18]=[CH:17][C:16]([C:19]([F:22])([F:21])[F:20])=[CH:15][N:14]=2)[N:5]=1)([CH3:3])[CH3:2].O[C:24]1[CH:28]=[C:27]([CH2:29][CH2:30][C:31]([O:33]CC)=[O:32])[N:26]([CH3:36])[N:25]=1.C(P(CCCC)CCCC)CCC.N(C(N1CCCCC1)=O)=NC(N1CCCCC1)=O. Product: [CH:1]([C:4]1[C:8]([CH2:9][CH2:10][CH2:11][O:12][C:24]2[CH:28]=[C:27]([CH2:29][CH2:30][C:31]([OH:33])=[O:32])[N:26]([CH3:36])[N:25]=2)=[CH:7][N:6]([C:13]2[CH:18]=[CH:17][C:16]([C:19]([F:21])([F:20])[F:22])=[CH:15][N:14]=2)[N:5]=1)([CH3:3])[CH3:2]. The catalyst class is: 7. (2) Reactant: [C:1]([N:6]1[C@H:10]([C:11]2[CH:16]=[CH:15][CH:14]=[CH:13][CH:12]=2)[CH2:9][O:8][C:7]1=[O:17])(=[O:5])[C:2]([CH3:4])=[CH2:3].[C:18](O)(C(F)(F)F)=O.[CH2:25]([N:32](C[Si](C)(C)C)[CH2:33]OC)[C:26]1[CH:31]=[CH:30][CH:29]=[CH:28][CH:27]=1. Product: [CH2:25]([N:32]1[CH2:33][CH2:4][C@:2]([CH3:18])([C:1]([N:6]2[C@H:10]([C:11]3[CH:12]=[CH:13][CH:14]=[CH:15][CH:16]=3)[CH2:9][O:8][C:7]2=[O:17])=[O:5])[CH2:3]1)[C:26]1[CH:31]=[CH:30][CH:29]=[CH:28][CH:27]=1. The catalyst class is: 11.